From a dataset of Cav3 T-type calcium channel HTS with 100,875 compounds. Binary Classification. Given a drug SMILES string, predict its activity (active/inactive) in a high-throughput screening assay against a specified biological target. The molecule is Clc1ccc(C(=O)c2oc(CSc3n(c4ccccc4)c(nn3)C)cc2)cc1. The result is 0 (inactive).